From a dataset of Reaction yield outcomes from USPTO patents with 853,638 reactions. Predict the reaction yield, written as a fraction of the theoretical maximum amount of product (1.0 means a 100% yield; for example, 0.34 means a 34% yield). (1) The reactants are [NH2:1][CH2:2][C@H:3]1[CH2:8][CH2:7][C@H:6]([C:9]([OH:11])=[O:10])[CH2:5][CH2:4]1.CC(O)(C)C.[CH3:17][C:18]([O:21][C:22](O[C:22]([O:21][C:18]([CH3:20])([CH3:19])[CH3:17])=[O:23])=[O:23])([CH3:20])[CH3:19].OS([O-])(=O)=O.[K+]. The catalyst is [OH-].[Na+].O. The product is [C:18]([O:21][C:22]([NH:1][CH2:2][C@H:3]1[CH2:4][CH2:5][C@H:6]([C:9]([OH:11])=[O:10])[CH2:7][CH2:8]1)=[O:23])([CH3:20])([CH3:19])[CH3:17]. The yield is 0.670. (2) The reactants are C([N:8]1[C:17]2[C:12](=[CH:13][C:14]([F:18])=[CH:15][CH:16]=2)[CH2:11][CH2:10][C:9]1([CH3:20])[CH3:19])C1C=CC=CC=1. The catalyst is C(O)C.[Pd]. The product is [F:18][C:14]1[CH:13]=[C:12]2[C:17](=[CH:16][CH:15]=1)[NH:8][C:9]([CH3:20])([CH3:19])[CH2:10][CH2:11]2. The yield is 0.700. (3) The reactants are [CH3:1][O:2][CH2:3][CH:4]([N:6]1[CH2:11][CH2:10][N:9]2[N:12]=[C:13]([NH2:15])[CH:14]=[C:8]2[CH2:7]1)[CH3:5].Br[C:17]1[C:18](=[O:25])[N:19]([CH3:24])[CH:20]=[C:21]([Br:23])[CH:22]=1.C(=O)([O-])[O-].[Cs+].[Cs+].CC1(C)C2C(=C(P(C3C=CC=CC=3)C3C=CC=CC=3)C=CC=2)OC2C(P(C3C=CC=CC=3)C3C=CC=CC=3)=CC=CC1=2. The catalyst is C1C=CC(/C=C/C(/C=C/C2C=CC=CC=2)=O)=CC=1.C1C=CC(/C=C/C(/C=C/C2C=CC=CC=2)=O)=CC=1.C1C=CC(/C=C/C(/C=C/C2C=CC=CC=2)=O)=CC=1.[Pd].[Pd].O1CCOCC1. The product is [Br:23][C:21]1[CH:22]=[C:17]([NH:15][C:13]2[CH:14]=[C:8]3[CH2:7][N:6]([CH:4]([CH3:5])[CH2:3][O:2][CH3:1])[CH2:11][CH2:10][N:9]3[N:12]=2)[C:18](=[O:25])[N:19]([CH3:24])[CH:20]=1. The yield is 0.580. (4) The reactants are [S:1]1[CH:5]=[CH:4][CH:3]=[C:2]1[C:6]#[N:7].C([O:11][B:12](OC(C)C)[O:13]C(C)C)(C)C.C[Si](C)(C)[N-][Si](C)(C)C.[K+]. The catalyst is C1COCC1. The product is [C:6]([C:2]1[S:1][C:5]([B:12]([OH:13])[OH:11])=[CH:4][CH:3]=1)#[N:7]. The yield is 0.530. (5) The yield is 0.910. The product is [F:1][CH2:2][CH2:3][CH2:4][O:5][S:7]([CH3:6])(=[O:9])=[O:8]. The reactants are [F:1][CH2:2][CH2:3][CH2:4][OH:5].[CH3:6][S:7](Cl)(=[O:9])=[O:8].O. The catalyst is C(Cl)Cl. (6) The reactants are C[O:2][C:3]1[C:8]2[NH:9][C:10]([CH2:12][C:13]3[S:14][CH:15]=[CH:16][CH:17]=3)=[N:11][C:7]=2[C:6]([C:18]([O:20]C)=[O:19])=[CH:5][CH:4]=1.B(Br)(Br)Br. No catalyst specified. The product is [OH:2][C:3]1[C:8]2[NH:9][C:10]([CH2:12][C:13]3[S:14][CH:15]=[CH:16][CH:17]=3)=[N:11][C:7]=2[C:6]([C:18]([OH:20])=[O:19])=[CH:5][CH:4]=1. The yield is 0.730. (7) The reactants are [C:1]([C:5]1[CH:9]=[C:8]([NH:10][C:11]([NH:13][C@@H:14]2[C:23]3[C:18](=[CH:19][CH:20]=[CH:21][CH:22]=3)[C@H:17]([O:24][C:25]3[CH:26]=[CH:27][C:28]4[N:29]([C:31]([N:34]5[CH2:39][CH2:38][CH2:37][CH2:36][C@@H:35]5[CH3:40])=[N:32][N:33]=4)[CH:30]=3)[CH2:16][CH2:15]2)=[O:12])[N:7]([C:41]2[CH:42]=[C:43]([CH:52]=[CH:53][CH:54]=2)[O:44][CH2:45][CH2:46][O:47]S(C)(=O)=O)[N:6]=1)([CH3:4])([CH3:3])[CH3:2].[CH3:55][N:56]1[CH2:62][CH2:61][CH2:60][NH:59][CH2:58][CH2:57]1.C1C[O:66]CC1. No catalyst specified. The product is [CH:46]([OH:47])=[O:66].[C:1]([C:5]1[CH:9]=[C:8]([NH:10][C:11]([NH:13][C@@H:14]2[C:23]3[C:18](=[CH:19][CH:20]=[CH:21][CH:22]=3)[C@H:17]([O:24][C:25]3[CH:26]=[CH:27][C:28]4[N:29]([C:31]([N:34]5[CH2:39][CH2:38][CH2:37][CH2:36][C@@H:35]5[CH3:40])=[N:32][N:33]=4)[CH:30]=3)[CH2:16][CH2:15]2)=[O:12])[N:7]([C:41]2[CH:54]=[CH:53][CH:52]=[C:43]([O:44][CH2:45][CH2:46][N:59]3[CH2:60][CH2:61][CH2:62][N:56]([CH3:55])[CH2:57][CH2:58]3)[CH:42]=2)[N:6]=1)([CH3:4])([CH3:3])[CH3:2]. The yield is 0.540. (8) The reactants are [Cl:1][C:2]1[N:3]=[C:4](Cl)[C:5]2[NH:10][CH:9]=[CH:8][C:6]=2[N:7]=1.[NH2:12][CH2:13][CH:14]1[CH2:17][N:16]([C:18]([O:20][C:21]([CH3:24])([CH3:23])[CH3:22])=[O:19])[CH2:15]1.C(N(CC)C(C)C)(C)C. The catalyst is CO. The product is [Cl:1][C:2]1[N:3]=[C:4]([NH:12][CH2:13][CH:14]2[CH2:17][N:16]([C:18]([O:20][C:21]([CH3:24])([CH3:23])[CH3:22])=[O:19])[CH2:15]2)[C:5]2[NH:10][CH:9]=[CH:8][C:6]=2[N:7]=1. The yield is 0.512. (9) The reactants are C(O[C:4](=[O:30])[CH2:5][C:6]([CH:8]1[CH2:13][CH2:12][N:11]([C:14]([O:16][CH2:17][C:18]2[CH:23]=[CH:22][CH:21]=[CH:20][CH:19]=2)=[O:15])[CH:10]([C:24]2[N:25]=[N:26][N:27]([CH3:29])[N:28]=2)[CH2:9]1)=[O:7])C.[OH-].[Na+].[NH2:33]O.Cl. The catalyst is CO.O. The product is [CH3:29][N:27]1[N:26]=[N:25][C:24]([CH:10]2[CH2:9][CH:8]([C:6]3[O:7][NH:33][C:4](=[O:30])[CH:5]=3)[CH2:13][CH2:12][N:11]2[C:14]([O:16][CH2:17][C:18]2[CH:23]=[CH:22][CH:21]=[CH:20][CH:19]=2)=[O:15])=[N:28]1. The yield is 0.710. (10) The reactants are [CH3:1][O:2][C:3]1[N:8]=[CH:7][C:6]([CH2:9][OH:10])=[CH:5][CH:4]=1.C(N(CC)CC)C.[CH3:18][S:19](Cl)(=[O:21])=[O:20]. The product is [CH3:18][S:19]([O:10][CH2:9][C:6]1[CH:7]=[N:8][C:3]([O:2][CH3:1])=[CH:4][CH:5]=1)(=[O:21])=[O:20]. The catalyst is ClCCl.O. The yield is 0.490.